From a dataset of Full USPTO retrosynthesis dataset with 1.9M reactions from patents (1976-2016). Predict the reactants needed to synthesize the given product. Given the product [CH3:62][N:63]([CH3:68])[CH2:64][CH2:65][N:66]([C:50]([O:1][C:2]1[CH:7]=[CH:6][C:5]([C:8]2[C:9]([CH2:21][NH:22][C:40]3[CH:45]=[CH:44][CH:43]=[CH:42][C:41]=3[O:46][CH3:47])=[C:10]3[C:15](=[CH:16][CH:17]=2)[NH:14][C:13]([CH3:19])([CH3:18])[CH:12]=[C:11]3[CH3:20])=[C:4]([O:48][CH3:49])[CH:3]=1)=[O:51])[CH3:67], predict the reactants needed to synthesize it. The reactants are: [OH:1][C:2]1[CH:7]=[CH:6][C:5]([C:8]2[C:9]([CH2:21][N:22]([C:40]3[CH:45]=[CH:44][CH:43]=[CH:42][C:41]=3[O:46][CH3:47])C(OCC3C4C=CC=CC=4C4C3=CC=CC=4)=O)=[C:10]3[C:15](=[CH:16][CH:17]=2)[NH:14][C:13]([CH3:19])([CH3:18])[CH:12]=[C:11]3[CH3:20])=[C:4]([O:48][CH3:49])[CH:3]=1.[C:50](N1C=CN=C1)(N1C=CN=C1)=[O:51].[CH3:62][N:63]([CH3:68])[CH2:64][CH2:65][NH:66][CH3:67].